Task: Regression. Given a peptide amino acid sequence and an MHC pseudo amino acid sequence, predict their binding affinity value. This is MHC class I binding data.. Dataset: Peptide-MHC class I binding affinity with 185,985 pairs from IEDB/IMGT (1) The peptide sequence is CFTSLVWAPLILA. The MHC is HLA-A32:01 with pseudo-sequence HLA-A32:01. The binding affinity (normalized) is 0.132. (2) The peptide sequence is TEMSMRGVRI. The MHC is Mamu-A11 with pseudo-sequence Mamu-A11. The binding affinity (normalized) is 1.00.